This data is from Full USPTO retrosynthesis dataset with 1.9M reactions from patents (1976-2016). The task is: Predict the reactants needed to synthesize the given product. (1) Given the product [CH2:1]([O:5][C:9]1[CH:10]=[CH:11][C:12]2[CH2:13][N:14]([C:20]([O:22][C:23]([CH3:26])([CH3:25])[CH3:24])=[O:21])[CH2:15][CH2:16][O:17][C:18]=2[N:19]=1)[CH:2]([CH3:4])[CH3:3], predict the reactants needed to synthesize it. The reactants are: [CH2:1]([OH:5])[CH:2]([CH3:4])[CH3:3].[H-].[Na+].Cl[C:9]1[CH:10]=[CH:11][C:12]2[CH2:13][N:14]([C:20]([O:22][C:23]([CH3:26])([CH3:25])[CH3:24])=[O:21])[CH2:15][CH2:16][O:17][C:18]=2[N:19]=1.O. (2) Given the product [C:1]([O:5][CH2:6][C@H:7]([CH3:28])[O:8][C:9]1[CH:10]=[C:11]([CH:14]=[C:15]([O:17][C:18]2[CH:23]=[CH:22][C:21]([S:24]([CH3:27])(=[O:26])=[O:25])=[CH:20][CH:19]=2)[CH:16]=1)[C:12]([OH:34])=[O:32])([CH3:4])([CH3:3])[CH3:2], predict the reactants needed to synthesize it. The reactants are: [C:1]([O:5][CH2:6][C@H:7]([CH3:28])[O:8][C:9]1[CH:10]=[C:11]([CH:14]=[C:15]([O:17][C:18]2[CH:23]=[CH:22][C:21]([S:24]([CH3:27])(=[O:26])=[O:25])=[CH:20][CH:19]=2)[CH:16]=1)[C:12]#N)([CH3:4])([CH3:3])[CH3:2].C(O)C.[OH-:32].[Na+].[OH2:34]. (3) Given the product [Cl:8][C:15]1[CH2:16][CH2:17][C:12]([CH3:19])([CH3:11])[CH2:13][C:14]=1[CH:3]=[O:4], predict the reactants needed to synthesize it. The reactants are: CN(C)[CH:3]=[O:4].O=P(Cl)(Cl)[Cl:8].[CH3:11][C:12]1([CH3:19])[CH2:17][CH2:16][C:15](=O)[CH2:14][CH2:13]1. (4) Given the product [F:17][C:18]1[CH:26]=[CH:25][C:21]([C:22]([N:10]2[C:11]3[C:16](=[CH:15][CH:14]=[CH:13][N:12]=3)[C:8]([C:5]3[CH2:4][CH2:3][N:2]([CH3:1])[CH2:7][CH:6]=3)=[CH:9]2)=[O:23])=[CH:20][CH:19]=1, predict the reactants needed to synthesize it. The reactants are: [CH3:1][N:2]1[CH2:7][CH:6]=[C:5]([C:8]2[C:16]3[C:11](=[N:12][CH:13]=[CH:14][CH:15]=3)[NH:10][CH:9]=2)[CH2:4][CH2:3]1.[F:17][C:18]1[CH:26]=[CH:25][C:21]([C:22](Cl)=[O:23])=[CH:20][CH:19]=1. (5) The reactants are: [S:1]([Cl:5])(Cl)(=[O:3])=[O:2].[O:6]1[C:10]2[CH:11]=[CH:12][CH:13]=[CH:14][C:9]=2[O:8][CH2:7]1. Given the product [O:6]1[C:10]2[CH:11]=[CH:12][C:13]([S:1]([Cl:5])(=[O:3])=[O:2])=[CH:14][C:9]=2[O:8][CH2:7]1, predict the reactants needed to synthesize it. (6) Given the product [CH2:13]([O:12][C:10](=[O:11])[CH:9]=[C:18]1[CH2:19][N:20]([C:22]([O:24][C:25]([CH3:28])([CH3:27])[CH3:26])=[O:23])[CH2:21]1)[CH3:14], predict the reactants needed to synthesize it. The reactants are: C(OP([CH2:9][C:10]([O:12][CH2:13][CH3:14])=[O:11])(OCC)=O)C.[H-].[Na+].O=[C:18]1[CH2:21][N:20]([C:22]([O:24][C:25]([CH3:28])([CH3:27])[CH3:26])=[O:23])[CH2:19]1. (7) Given the product [N-:1]([S:2]([C:5]([F:8])([F:6])[F:7])(=[O:4])=[O:3])[S:9]([C:12]([F:15])([F:14])[F:13])(=[O:11])=[O:10].[CH2:18]([N+:20]([CH2:26][CH3:27])([CH2:24][CH3:25])[CH2:21][O:22][CH3:23])[CH3:19], predict the reactants needed to synthesize it. The reactants are: [N-:1]([S:9]([C:12]([F:15])([F:14])[F:13])(=[O:11])=[O:10])[S:2]([C:5]([F:8])([F:7])[F:6])(=[O:4])=[O:3].[Li+].[Br-].[CH2:18]([N+:20]([CH2:26][CH3:27])([CH2:24][CH3:25])[CH2:21][O:22][CH3:23])[CH3:19].